Predict the reaction yield, written as a fraction of the theoretical maximum amount of product (1.0 means a 100% yield; for example, 0.34 means a 34% yield). From a dataset of Reaction yield outcomes from USPTO patents with 853,638 reactions. (1) The reactants are [Cl:1][CH2:2][C@H:3]1[C:11]2[C:6](=[CH:7][C:8]([OH:16])=[C:9]3[S:14][CH:13]=[C:12]([CH3:15])[C:10]3=2)[N:5]([C:17]([O:19][C:20]([CH3:23])([CH3:22])[CH3:21])=[O:18])[CH2:4]1.C(Cl)(Cl)(Cl)Cl.CCN(C(C)C)C(C)C.[CH2:38]([O:45][P:46]([O-:55])[O:47][CH2:48][C:49]1[CH:54]=[CH:53][CH:52]=[CH:51][CH:50]=1)[C:39]1[CH:44]=[CH:43][CH:42]=[CH:41][CH:40]=1. The catalyst is C(#N)C.C1COCC1.CN(C1C=CN=CC=1)C. The product is [CH2:38]([O:45][P:46]([O:16][C:8]1[CH:7]=[C:6]2[C:11]([C@H:3]([CH2:2][Cl:1])[CH2:4][N:5]2[C:17]([O:19][C:20]([CH3:23])([CH3:22])[CH3:21])=[O:18])=[C:10]2[C:12]([CH3:15])=[CH:13][S:14][C:9]=12)([O:47][CH2:48][C:49]1[CH:54]=[CH:53][CH:52]=[CH:51][CH:50]=1)=[O:55])[C:39]1[CH:40]=[CH:41][CH:42]=[CH:43][CH:44]=1. The yield is 0.810. (2) The reactants are [CH:1]1([C:4]2[N:9]=[C:8](Cl)[C:7]([Cl:11])=[C:6]([C:12]([O:14][CH3:15])=[O:13])[N:5]=2)[CH2:3][CH2:2]1.[NH3:16].CO. The catalyst is C(Cl)(Cl)Cl. The product is [NH2:16][C:8]1[C:7]([Cl:11])=[C:6]([C:12]([O:14][CH3:15])=[O:13])[N:5]=[C:4]([CH:1]2[CH2:3][CH2:2]2)[N:9]=1. The yield is 0.380. (3) The reactants are [CH3:1][O:2][C:3]([C:5]1[CH:6]=[C:7]([CH:11]=[CH:12][CH:13]=1)[C:8]([OH:10])=O)=[O:4].C(OC(Cl)=O)C.[NH:20]1[CH2:25][CH2:24][CH:23]([OH:26])[CH2:22][CH2:21]1. The catalyst is C(Cl)Cl. The product is [OH:26][CH:23]1[CH2:24][CH2:25][N:20]([C:8]([C:7]2[CH:6]=[C:5]([CH:13]=[CH:12][CH:11]=2)[C:3]([O:2][CH3:1])=[O:4])=[O:10])[CH2:21][CH2:22]1. The yield is 0.530. (4) The reactants are [C:1]([C:5]1[CH:9]=[C:8]([NH:10][C:11](=[O:16])[C:12]([F:15])([F:14])[F:13])[N:7]([CH2:17][CH:18]2[CH2:20][CH2:19]2)[N:6]=1)([CH3:4])([CH3:3])[CH3:2].S(OC)(O[CH3:25])(=O)=O. The catalyst is C1(C)C=CC=CC=1. The product is [C:1]([C:5]1[N:6]([CH3:25])[N:7]([CH2:17][CH:18]2[CH2:19][CH2:20]2)/[C:8](=[N:10]/[C:11](=[O:16])[C:12]([F:15])([F:14])[F:13])/[CH:9]=1)([CH3:4])([CH3:2])[CH3:3]. The yield is 0.544. (5) The reactants are [NH2:1][CH2:2][CH:3]1[CH2:8][CH2:7][N:6]([C:9]([O:11][C:12]([CH3:15])([CH3:14])[CH3:13])=[O:10])[CH2:5][CH2:4]1.[CH3:16]/[C:17](=[CH:20]\[C:21]1[CH:26]=[CH:25][CH:24]=[CH:23][CH:22]=1)/[CH:18]=O.C(O)(=O)C.C(O[BH-](OC(=O)C)OC(=O)C)(=O)C.[Na+].C(=O)(O)[O-].[Na+]. The catalyst is O.CO.ClCCl.ClCCCl. The product is [OH-:10].[NH4+:1].[CH3:16]/[C:17](=[CH:20]\[C:21]1[CH:26]=[CH:25][CH:24]=[CH:23][CH:22]=1)/[CH2:18][NH:1][CH2:2][CH:3]1[CH2:8][CH2:7][N:6]([C:9]([O:11][C:12]([CH3:15])([CH3:14])[CH3:13])=[O:10])[CH2:5][CH2:4]1. The yield is 0.100. (6) The reactants are [NH2:1][C:2]1[CH:7]=[C:6]([O:8][CH3:9])[C:5]([CH3:10])=[CH:4][C:3]=1[OH:11].C([O-])(O)=O.[Na+].Br[CH2:18][C:19](Br)=[O:20].C([O-])([O-])=O.[Cs+].[Cs+]. The catalyst is C(Cl)(Cl)Cl.CCOC(C)=O.CN(C=O)C.O. The product is [CH3:10][C:5]1[C:6]([O:8][CH3:9])=[CH:7][C:2]2[NH:1][C:19](=[O:20])[CH2:18][O:11][C:3]=2[CH:4]=1. The yield is 0.580. (7) The reactants are [C:1]([C:5]1[CH:10]=[CH:9][C:8]([OH:11])=[C:7]([C:12]([C:15]2[CH:20]=[CH:19][CH:18]=[CH:17][CH:16]=2)([CH3:14])[CH3:13])[CH:6]=1)([CH3:4])([CH3:3])[CH3:2].[Cl-].[Mg+2].[Cl-].[CH2:24]=[O:25].C(N(CC)CC)C. The catalyst is O1CCCC1. The product is [C:1]([C:5]1[CH:10]=[C:9]([CH:24]=[O:25])[C:8]([OH:11])=[C:7]([C:12]([C:15]2[CH:16]=[CH:17][CH:18]=[CH:19][CH:20]=2)([CH3:14])[CH3:13])[CH:6]=1)([CH3:2])([CH3:3])[CH3:4]. The yield is 0.930.